From a dataset of Full USPTO retrosynthesis dataset with 1.9M reactions from patents (1976-2016). Predict the reactants needed to synthesize the given product. (1) Given the product [C:60]([S:56][CH2:55][CH2:54][NH:53][C:51](=[O:52])[CH2:50][CH2:49][NH:48][C:46](=[O:47])[C@H:45]([OH:57])[C:11]([CH3:10])([CH3:12])[CH2:13][O:14][P:15]([OH:17])(=[O:16])[O:18][P:19]([OH:21])(=[O:20])[O:22][CH2:23][C@H:24]1[O:28][C@@H:27]([N:29]2[C:33]3[N:34]=[CH:35][N:36]=[C:37]([NH2:38])[C:32]=3[N:31]=[CH:30]2)[C@H:26]([OH:39])[C@@H:25]1[O:40][P:41]([OH:44])([OH:43])=[O:42])(=[O:59])/[CH:61]=[CH:62]/[CH3:63], predict the reactants needed to synthesize it. The reactants are: C(O)C(N)(CO)CO.Cl.[CH3:10][C:11]([C@@H:45]([OH:57])[C:46]([NH:48][CH2:49][CH2:50][C:51]([NH:53][CH2:54][CH2:55][SH:56])=[O:52])=[O:47])([CH2:13][O:14][P:15]([O:18][P:19]([O:22][CH2:23][C@H:24]1[O:28][C@@H:27]([N:29]2[C:33]3[N:34]=[CH:35][N:36]=[C:37]([NH2:38])[C:32]=3[N:31]=[CH:30]2)[C@H:26]([OH:39])[C@@H:25]1[O:40][P:41]([OH:44])([OH:43])=[O:42])([OH:21])=[O:20])([OH:17])=[O:16])[CH3:12].C[O:59][C:60]1C(O)=C(OC)[CH:63]=[C:62](/C=C/C(O)=O)[CH:61]=1. (2) Given the product [Cl:26][C:27]1[CH:35]=[CH:34][C:30]([C:31]([NH:6][CH2:7][C:8]2[CH:9]=[C:10]3[C:14](=[CH:15][CH:16]=2)[C:13](=[O:17])[N:12]([CH:18]2[CH2:23][CH2:22][C:21](=[O:24])[NH:20][C:19]2=[O:25])[CH2:11]3)=[O:32])=[CH:29][CH:28]=1, predict the reactants needed to synthesize it. The reactants are: CS(O)(=O)=O.[NH2:6][CH2:7][C:8]1[CH:9]=[C:10]2[C:14](=[CH:15][CH:16]=1)[C:13](=[O:17])[N:12]([CH:18]1[CH2:23][CH2:22][C:21](=[O:24])[NH:20][C:19]1=[O:25])[CH2:11]2.[Cl:26][C:27]1[CH:35]=[CH:34][C:30]([C:31](Cl)=[O:32])=[CH:29][CH:28]=1.Cl. (3) Given the product [CH3:29][C:28]1[C:23]([N:20]2[CH2:21][CH2:22][N:17]([C:15]([C:12]3[CH:11]=[CH:10][C:9]([N:2]4[CH2:3][CH2:4][CH2:5][S:1]4(=[O:7])=[O:6])=[CH:14][N:13]=3)=[O:16])[CH2:18][CH2:19]2)=[N:24][CH:25]=[C:26]([CH3:30])[CH:27]=1, predict the reactants needed to synthesize it. The reactants are: [S:1]1(=[O:7])(=[O:6])[CH2:5][CH2:4][CH2:3][NH:2]1.Br[C:9]1[CH:10]=[CH:11][C:12]([C:15]([N:17]2[CH2:22][CH2:21][N:20]([C:23]3[C:28]([CH3:29])=[CH:27][C:26]([CH3:30])=[CH:25][N:24]=3)[CH2:19][CH2:18]2)=[O:16])=[N:13][CH:14]=1. (4) Given the product [O:1]1[C:5]2[CH:6]=[CH:7][C:8]([CH2:10][C:11]([NH:14][C:15]3[CH:23]=[C:22]([S:24](=[O:27])(=[O:26])[NH2:25])[CH:21]=[CH:20][C:16]=3[C:17]([OH:19])=[O:18])=[O:13])=[CH:9][C:4]=2[O:3][CH2:2]1, predict the reactants needed to synthesize it. The reactants are: [O:1]1[C:5]2[CH:6]=[CH:7][C:8]([CH2:10][C:11]([OH:13])=O)=[CH:9][C:4]=2[O:3][CH2:2]1.[NH2:14][C:15]1[CH:23]=[C:22]([S:24](=[O:27])(=[O:26])[NH2:25])[CH:21]=[CH:20][C:16]=1[C:17]([OH:19])=[O:18].